Task: Predict the product of the given reaction.. Dataset: Forward reaction prediction with 1.9M reactions from USPTO patents (1976-2016) (1) Given the reactants [NH:1]1[C:9]2[C:4](=[CH:5][C:6]([CH:10]=[O:11])=[CH:7][CH:8]=2)[CH:3]=[N:2]1.Br[CH2:13][C:14]1[CH:19]=[CH:18][C:17]([Cl:20])=[CH:16][C:15]=1[Cl:21], predict the reaction product. The product is: [Cl:21][C:15]1[CH:16]=[C:17]([Cl:20])[CH:18]=[CH:19][C:14]=1[CH2:13][N:1]1[C:9]2[C:4](=[CH:5][C:6]([CH:10]=[O:11])=[CH:7][CH:8]=2)[CH:3]=[N:2]1. (2) Given the reactants [F:1][C:2]([F:43])([F:42])[C:3]1[CH:4]=[C:5]([C:13]([CH3:41])([CH3:40])[C:14]([N:16]([C:18]2[CH:19]=[N:20][C:21]([S:31][C:32]3[CH:37]=[CH:36][CH:35]=[C:34]([O:38][CH3:39])[CH:33]=3)=[CH:22][C:23]=2[C:24]2[CH:29]=[CH:28][CH:27]=[CH:26][C:25]=2[CH3:30])[CH3:17])=[O:15])[CH:6]=[C:7]([C:9]([F:12])([F:11])[F:10])[CH:8]=1.ClC1C=CC=C(C(OO)=[O:52])C=1, predict the reaction product. The product is: [F:43][C:2]([F:1])([F:42])[C:3]1[CH:4]=[C:5]([C:13]([CH3:41])([CH3:40])[C:14]([N:16]([C:18]2[CH:19]=[N:20][C:21]([S:31]([C:32]3[CH:37]=[CH:36][CH:35]=[C:34]([O:38][CH3:39])[CH:33]=3)=[O:52])=[CH:22][C:23]=2[C:24]2[CH:29]=[CH:28][CH:27]=[CH:26][C:25]=2[CH3:30])[CH3:17])=[O:15])[CH:6]=[C:7]([C:9]([F:11])([F:12])[F:10])[CH:8]=1. (3) Given the reactants [CH3:1][O:2][C:3]1[CH:4]=[C:5]2[C:10](=[CH:11][C:12]=1[O:13][CH3:14])[CH2:9][N:8]([C:15]([C@@H:17]1[CH2:22][CH2:21][CH2:20][N:19]([CH2:23][CH2:24][NH:25][C:26](=[O:34])[C:27]3[CH:32]=[CH:31][C:30]([F:33])=[CH:29][CH:28]=3)[CH2:18]1)=[O:16])[CH2:7][CH2:6]2.CCO.[P:38](=[O:42])([OH:41])([OH:40])[OH:39], predict the reaction product. The product is: [P:38]([OH:42])([OH:41])([OH:40])=[O:39].[CH3:1][O:2][C:3]1[CH:4]=[C:5]2[C:10](=[CH:11][C:12]=1[O:13][CH3:14])[CH2:9][N:8]([C:15]([C@@H:17]1[CH2:22][CH2:21][CH2:20][N:19]([CH2:23][CH2:24][NH:25][C:26](=[O:34])[C:27]3[CH:28]=[CH:29][C:30]([F:33])=[CH:31][CH:32]=3)[CH2:18]1)=[O:16])[CH2:7][CH2:6]2. (4) Given the reactants [Br:1][C:2]1[CH:3]=[C:4]([F:12])[C:5]([OH:11])=[C:6]([C:8](=[O:10])[CH3:9])[CH:7]=1.[CH2:13](OS(C1C=CC(C)=CC=1)(=O)=O)[C@@H:14]1[O:16][CH2:15]1.C([O-])([O-])=O.[K+].[K+], predict the reaction product. The product is: [Br:1][C:2]1[CH:3]=[C:4]([F:12])[C:5]([O:11][CH2:13][C@H:14]2[CH2:15][O:16]2)=[C:6]([C:8](=[O:10])[CH3:9])[CH:7]=1. (5) Given the reactants C(OC([N:8]1[CH2:13][CH2:12][CH:11]([O:14][CH3:15])[CH:10]([C:16]([F:19])([F:18])[F:17])[CH2:9]1)=O)(C)(C)C.[ClH:20], predict the reaction product. The product is: [ClH:20].[CH3:15][O:14][CH:11]1[CH2:12][CH2:13][NH:8][CH2:9][CH:10]1[C:16]([F:19])([F:17])[F:18]. (6) Given the reactants [F:1][C:2]([F:37])([F:36])[C:3]1[CH:4]=[C:5]([CH:33]=[CH:34][CH:35]=1)[C:6]([NH:8][C:9]1[CH:10]=[C:11]([CH:30]=[CH:31][CH:32]=1)[O:12][C:13]1[CH:14]=[CH:15][C:16]2[N:17]([CH:19]=[C:20]([NH:22][C:23]([CH:25]3[CH2:29][CH2:28][NH:27][CH2:26]3)=[O:24])[N:21]=2)[N:18]=1)=[O:7].C=O.[C:40]([BH-](C#N)C#N)#N.[Na+].C(=O)([O-])O.[Na+], predict the reaction product. The product is: [CH3:40][N:27]1[CH2:28][CH2:29][CH:25]([C:23]([NH:22][C:20]2[N:21]=[C:16]3[CH:15]=[CH:14][C:13]([O:12][C:11]4[CH:30]=[CH:31][CH:32]=[C:9]([NH:8][C:6](=[O:7])[C:5]5[CH:33]=[CH:34][CH:35]=[C:3]([C:2]([F:1])([F:36])[F:37])[CH:4]=5)[CH:10]=4)=[N:18][N:17]3[CH:19]=2)=[O:24])[CH2:26]1.